Dataset: Full USPTO retrosynthesis dataset with 1.9M reactions from patents (1976-2016). Task: Predict the reactants needed to synthesize the given product. (1) Given the product [Cl:18][C:19]1[CH:29]=[CH:28][CH:27]=[C:26]([F:30])[C:20]=1[C:21]([NH:23][C:24]([N:9]([C:6]1[CH:7]=[CH:8][C:3]([C:1]#[N:2])=[CH:4][CH:5]=1)[NH:10][C:11]([O:13][C:14]([CH3:17])([CH3:16])[CH3:15])=[O:12])=[O:25])=[O:22], predict the reactants needed to synthesize it. The reactants are: [C:1]([C:3]1[CH:8]=[CH:7][C:6]([NH:9][NH:10][C:11]([O:13][C:14]([CH3:17])([CH3:16])[CH3:15])=[O:12])=[CH:5][CH:4]=1)#[N:2].[Cl:18][C:19]1[CH:29]=[CH:28][CH:27]=[C:26]([F:30])[C:20]=1[C:21]([N:23]=[C:24]=[O:25])=[O:22]. (2) The reactants are: C([O:8][C:9]1[CH:10]=[N:11][C:12]([NH:15][C:16](=[O:22])[CH2:17][CH2:18][CH2:19][CH2:20][CH3:21])=[N:13][CH:14]=1)C1C=CC=CC=1. Given the product [OH:8][C:9]1[CH:10]=[N:11][C:12]([NH:15][C:16](=[O:22])[CH2:17][CH2:18][CH2:19][CH2:20][CH3:21])=[N:13][CH:14]=1, predict the reactants needed to synthesize it. (3) Given the product [CH:1]([N:4]1[C:8]2[CH:9]=[CH:10][C:11]([NH2:13])=[C:12]([I:14])[C:7]=2[N:6]=[CH:5]1)([CH3:3])[CH3:2], predict the reactants needed to synthesize it. The reactants are: [CH:1]([N:4]1[C:8]2[CH:9]=[CH:10][C:11]([NH2:13])=[CH:12][C:7]=2[N:6]=[CH:5]1)([CH3:3])[CH3:2].[I:14]I.N. (4) Given the product [CH:1]([O:4][C:5]1[CH:6]=[C:7](/[CH:16]=[CH:15]/[CH2:14][C@@H:13]([OH:17])[CH3:12])[CH:8]=[N:9][CH:10]=1)([CH3:3])[CH3:2], predict the reactants needed to synthesize it. The reactants are: [CH:1]([O:4][C:5]1[CH:6]=[C:7](Br)[CH:8]=[N:9][CH:10]=1)([CH3:3])[CH3:2].[CH3:12][C@H:13]([OH:17])[CH2:14][CH:15]=[CH2:16].C(N(CC)CC)C. (5) Given the product [OH:12][N:11]=[CH:10][C:9]#[C:8][C:4]1[CH:5]=[CH:6][CH:7]=[C:2]([CH3:13])[CH:3]=1, predict the reactants needed to synthesize it. The reactants are: Cl[C:2]1[CH:3]=[C:4]([C:8]#[C:9][CH:10]=[N:11][OH:12])[CH:5]=[CH:6][CH:7]=1.[CH3:13]C1C=C(C#CC=O)C=CC=1. (6) Given the product [CH3:1][O:2][C:3]1[N:8]=[C:7]([O:9][CH3:10])[C:6]([C:15]2[CH:20]=[N:19][CH:18]=[CH:17][N:16]=2)=[CH:5][N:4]=1, predict the reactants needed to synthesize it. The reactants are: [CH3:1][O:2][C:3]1[N:8]=[C:7]([O:9][CH3:10])[C:6](B(O)O)=[CH:5][N:4]=1.I[C:15]1[CH:20]=[N:19][CH:18]=[CH:17][N:16]=1.C([O-])([O-])=O.[Na+].[Na+].C1C=CC(P(C2C=CC=CC=2)C2C=CC=CC=2)=CC=1. (7) Given the product [CH2:1]([O:8][C:9]([N:11]1[CH2:15][CH:14]=[CH:13][C@H:12]1[C:16]([O:18][CH2:25][C:26]1[CH:31]=[CH:30][CH:29]=[CH:28][CH:27]=1)=[O:17])=[O:10])[C:2]1[CH:3]=[CH:4][CH:5]=[CH:6][CH:7]=1, predict the reactants needed to synthesize it. The reactants are: [CH2:1]([O:8][C:9]([N:11]1[CH2:15][CH:14]=[CH:13][C@H:12]1[C:16]([OH:18])=[O:17])=[O:10])[C:2]1[CH:7]=[CH:6][CH:5]=[CH:4][CH:3]=1.C(=O)([O-])[O-].[Cs+].[Cs+].[CH2:25](Br)[C:26]1[CH:31]=[CH:30][CH:29]=[CH:28][CH:27]=1.[I-].[Na+].